This data is from NCI-60 drug combinations with 297,098 pairs across 59 cell lines. The task is: Regression. Given two drug SMILES strings and cell line genomic features, predict the synergy score measuring deviation from expected non-interaction effect. Drug 1: C1C(C(OC1N2C=NC3=C(N=C(N=C32)Cl)N)CO)O. Drug 2: CN(C(=O)NC(C=O)C(C(C(CO)O)O)O)N=O. Cell line: SNB-75. Synergy scores: CSS=7.11, Synergy_ZIP=-1.03, Synergy_Bliss=1.57, Synergy_Loewe=-1.07, Synergy_HSA=1.09.